Dataset: Full USPTO retrosynthesis dataset with 1.9M reactions from patents (1976-2016). Task: Predict the reactants needed to synthesize the given product. (1) Given the product [F:20][C:21]([F:38])([F:39])[O:22][C:23]1[CH:24]=[CH:25][C:26]([O:29][C:30]2[CH:37]=[CH:36][C:33]([CH2:34][NH:35][C:11](=[O:13])[C:10]3[CH:14]=[CH:15][C:16]([F:18])=[N:17][C:9]=3[NH2:8])=[CH:32][CH:31]=2)=[CH:27][CH:28]=1, predict the reactants needed to synthesize it. The reactants are: C(N(CC)CC)C.[NH2:8][C:9]1[N:17]=[C:16]([F:18])[CH:15]=[CH:14][C:10]=1[C:11]([OH:13])=O.Cl.[F:20][C:21]([F:39])([F:38])[O:22][C:23]1[CH:28]=[CH:27][C:26]([O:29][C:30]2[CH:37]=[CH:36][C:33]([CH2:34][NH2:35])=[CH:32][CH:31]=2)=[CH:25][CH:24]=1.CN([P+](ON1N=NC2C=CC=CC1=2)(N(C)C)N(C)C)C.F[P-](F)(F)(F)(F)F. (2) Given the product [S:23]1[C:27]2[CH:28]=[CH:29][CH:30]=[CH:31][C:26]=2[C:25]([NH:32][C:7]([CH:4]2[CH2:3][CH2:2][N:1]([C:10]3[CH:15]=[CH:14][CH:13]=[CH:12][N:11]=3)[CH2:6][CH2:5]2)=[O:9])=[N:24]1, predict the reactants needed to synthesize it. The reactants are: [N:1]1([C:10]2[CH:15]=[CH:14][CH:13]=[CH:12][N:11]=2)[CH2:6][CH2:5][CH:4]([C:7]([OH:9])=O)[CH2:3][CH2:2]1.BrC1C=CC=CN=1.[S:23]1[C:27]2[CH:28]=[CH:29][CH:30]=[CH:31][C:26]=2[C:25]([NH2:32])=[N:24]1. (3) Given the product [CH2:19]([O:18][C:16]([N:9]([CH2:8][C:6]1[CH:5]=[CH:4][C:3]2[N:26]([CH2:27][O:28][C:29]([N:31]3[CH2:32][CH2:33][CH2:34][CH2:35]3)=[O:30])[C:37](=[NH:36])[NH:1][C:2]=2[CH:7]=1)[C@H:10]([C:12]([CH3:15])([CH3:14])[CH3:13])[CH3:11])=[O:17])[C:20]1[CH:25]=[CH:24][CH:23]=[CH:22][CH:21]=1, predict the reactants needed to synthesize it. The reactants are: [NH2:1][C:2]1[CH:7]=[C:6]([CH2:8][N:9]([C:16]([O:18][CH2:19][C:20]2[CH:25]=[CH:24][CH:23]=[CH:22][CH:21]=2)=[O:17])[C@H:10]([C:12]([CH3:15])([CH3:14])[CH3:13])[CH3:11])[CH:5]=[CH:4][C:3]=1[NH:26][CH2:27][O:28][C:29]([N:31]1[CH2:35][CH2:34][CH2:33][CH2:32]1)=[O:30].[N:36]#[C:37]Br.C(Cl)Cl.CO. (4) Given the product [Cl:34][C:28]1[CH:29]=[N:30][CH:31]=[C:32]([Cl:33])[C:27]=1[NH:26][C:20]1[C:19]2[C:24](=[C:15]([O:14][CH2:13][CH2:12][CH2:11][CH2:10][CH2:9][N:5]3[CH2:6][CH2:7][N:2]([CH3:1])[CH2:3][CH2:4]3)[C:16]([O:35][CH3:36])=[CH:17][CH:18]=2)[O:23][C:22](=[O:25])[CH:21]=1, predict the reactants needed to synthesize it. The reactants are: [CH3:1][N:2]1[CH2:7][CH2:6][NH:5][CH2:4][CH2:3]1.Br[CH2:9][CH2:10][CH2:11][CH2:12][CH2:13][O:14][C:15]1[C:16]([O:35][CH3:36])=[CH:17][CH:18]=[C:19]2[C:24]=1[O:23][C:22](=[O:25])[CH:21]=[C:20]2[NH:26][C:27]1[C:32]([Cl:33])=[CH:31][N:30]=[CH:29][C:28]=1[Cl:34].C([O-])([O-])=O.[K+].[K+]. (5) The reactants are: [Br:1][C:2]1[C:7](=[O:8])[N:6]([CH2:9][C:10]([NH:12][CH2:13][C:14]2[CH:19]=[CH:18][N:17]=[CH:16][CH:15]=2)=[O:11])[N:5]=[CH:4][C:3]=1[NH:20][CH:21]1[CH2:26][CH:25]2[CH2:27][CH:23]([C:24]2([CH3:29])[CH3:28])[CH:22]1[CH2:30][O:31]COC.Cl.CO. Given the product [Br:1][C:2]1[C:7](=[O:8])[N:6]([CH2:9][C:10]([NH:12][CH2:13][C:14]2[CH:19]=[CH:18][N:17]=[CH:16][CH:15]=2)=[O:11])[N:5]=[CH:4][C:3]=1[NH:20][CH:21]1[CH2:26][CH:25]2[CH2:27][CH:23]([C:24]2([CH3:28])[CH3:29])[CH:22]1[CH2:30][OH:31], predict the reactants needed to synthesize it.